Regression/Classification. Given a drug SMILES string, predict its toxicity properties. Task type varies by dataset: regression for continuous values (e.g., LD50, hERG inhibition percentage) or binary classification for toxic/non-toxic outcomes (e.g., AMES mutagenicity, cardiotoxicity, hepatotoxicity). Dataset: herg_karim. From a dataset of hERG potassium channel inhibition data for cardiac toxicity prediction from Karim et al.. (1) The drug is N/C1=N/C(=O)[C@@H]2CCCN2c2ccc(cc2)OCCCCCNCC(=O)Nc2c(Cl)cc(cc2Cl)CN1. The result is 0 (non-blocker). (2) The molecule is COc1cc(-c2cc3sc(N4CCC(N5CCCCC5)CC4)nc3cn2)ccn1. The result is 1 (blocker). (3) The drug is N=C(Nc1ccccc1)Nc1ccccc1. The result is 0 (non-blocker). (4) The molecule is O=C(NCc1ccc(F)cc1)N(c1ccc(Br)cc1)C1CCN(C2CCCC2)CC1. The result is 1 (blocker). (5) The drug is COc1cccnc1[C@H](C)c1c(CCN(C)C)sc2ccccc12. The result is 1 (blocker). (6) The drug is COC(=O)C1C(C)=NC(C)=C(C(=O)OCC(C)C)C1c1ccccc1[N+](=O)[O-]. The result is 0 (non-blocker). (7) The molecule is CCCC(CCC)C(=O)O. The result is 0 (non-blocker). (8) The compound is CCO[C@H]1CN([C@H]2CC[C@@](O)(c3ccc4c(c3)OCO4)CC2)C[C@@H]1NC(=O)CNC(=O)c1cccc(C(F)(F)F)c1. The result is 0 (non-blocker). (9) The drug is CC1CCN(CCC2CCc3c2cnn3-c2ccccc2)CC1. The result is 1 (blocker).